Predict the product of the given reaction. From a dataset of Forward reaction prediction with 1.9M reactions from USPTO patents (1976-2016). Given the reactants Cl[C:2]1[C:11]2[C:6](=[CH:7][CH:8]=[CH:9][CH:10]=2)[N:5]=[CH:4][C:3]=1[N+:12]([O-:14])=[O:13].[NH2:15][CH2:16][CH2:17][CH:18]([O:22][CH2:23][CH3:24])[O:19][CH2:20][CH3:21].C(N(CC)CC)C, predict the reaction product. The product is: [CH2:20]([O:19][CH:18]([O:22][CH2:23][CH3:24])[CH2:17][CH2:16][NH:15][C:2]1[C:11]2[C:6](=[CH:7][CH:8]=[CH:9][CH:10]=2)[N:5]=[CH:4][C:3]=1[N+:12]([O-:14])=[O:13])[CH3:21].